From a dataset of Full USPTO retrosynthesis dataset with 1.9M reactions from patents (1976-2016). Predict the reactants needed to synthesize the given product. (1) Given the product [CH2:17]([S:29]([NH:2][C@H:3]1[CH2:10][CH2:9][CH2:8][NH:7][C:5](=[O:6])[CH2:4]1)(=[O:31])=[O:30])[CH2:18][CH2:19][CH2:20][CH2:21][CH2:22][CH2:23][CH2:24][CH2:25][CH2:26][CH2:27][CH3:28], predict the reactants needed to synthesize it. The reactants are: Cl.[NH2:2][C@H:3]1[CH2:10][CH2:9][CH2:8][NH:7][C:5](=[O:6])[CH2:4]1.C([O-])([O-])=O.[Na+].[Na+].[CH2:17]([S:29](Cl)(=[O:31])=[O:30])[CH2:18][CH2:19][CH2:20][CH2:21][CH2:22][CH2:23][CH2:24][CH2:25][CH2:26][CH2:27][CH3:28]. (2) Given the product [CH2:12]([N:15]([CH2:3][C:4](=[O:5])[C:6]1[CH:7]=[N:8][CH:9]=[CH:10][CH:11]=1)[C:30](=[O:31])[O:29][C:25]([CH3:28])([CH3:27])[CH3:26])[CH:13]=[CH2:14], predict the reactants needed to synthesize it. The reactants are: Br.Br[CH2:3][C:4]([C:6]1[CH:7]=[N:8][CH:9]=[CH:10][CH:11]=1)=[O:5].[CH2:12]([NH2:15])[CH:13]=[CH2:14].C(N(C(C)C)CC)(C)C.[C:25]([O:29][C:30](O[C:30]([O:29][C:25]([CH3:28])([CH3:27])[CH3:26])=[O:31])=[O:31])([CH3:28])([CH3:27])[CH3:26]. (3) Given the product [NH2:1][C:4]1[CH:13]=[C:12]2[C:7]([CH:8]=[CH:9][CH:10]=[N:11]2)=[CH:6][CH:5]=1, predict the reactants needed to synthesize it. The reactants are: [N+:1]([C:4]1[CH:13]=[C:12]2[C:7]([CH:8]=[CH:9][CH:10]=[N:11]2)=[CH:6][CH:5]=1)([O-])=O. (4) The reactants are: Cl.[CH:2]1([S:5]([C:8]2[CH:13]=[CH:12][CH:11]=[CH:10][C:9]=2[CH2:14][NH2:15])(=[O:7])=[O:6])[CH2:4][CH2:3]1.CCN(C(C)C)C(C)C.[F:25][C:26]([F:37])([F:36])[C:27](O[C:27](=[O:28])[C:26]([F:37])([F:36])[F:25])=[O:28]. Given the product [CH:2]1([S:5]([C:8]2[CH:13]=[CH:12][CH:11]=[CH:10][C:9]=2[CH2:14][NH:15][C:27](=[O:28])[C:26]([F:37])([F:36])[F:25])(=[O:7])=[O:6])[CH2:4][CH2:3]1, predict the reactants needed to synthesize it. (5) Given the product [F:1][C:2]1[CH:10]=[C:9]2[C:5]([CH:6]=[CH:7][N:8]2[CH3:13])=[CH:4][CH:3]=1, predict the reactants needed to synthesize it. The reactants are: [F:1][C:2]1[CH:10]=[C:9]2[C:5]([CH:6]=[CH:7][NH:8]2)=[CH:4][CH:3]=1.[H-].[Na+].[CH3:13]I.[Cl-].[NH4+].